From a dataset of Reaction yield outcomes from USPTO patents with 853,638 reactions. Predict the reaction yield, written as a fraction of the theoretical maximum amount of product (1.0 means a 100% yield; for example, 0.34 means a 34% yield). (1) The reactants are [H-].[Na+].[C:3]1([OH:9])[CH:8]=[CH:7][CH:6]=[CH:5][CH:4]=1.[P:10](Cl)(Cl)([O:12][C:13]1[CH:18]=[CH:17][CH:16]=[CH:15][C:14]=1[Cl:19])=[O:11]. The catalyst is C1COCC1. The product is [P:10]([O:9][C:3]1[CH:8]=[CH:7][CH:6]=[CH:5][CH:4]=1)([O:9][C:3]1[CH:8]=[CH:7][CH:6]=[CH:5][CH:4]=1)([O:12][C:13]1[CH:18]=[CH:17][CH:16]=[CH:15][C:14]=1[Cl:19])=[O:11]. The yield is 0.100. (2) The reactants are [CH2:1]([O:8][C:9]([N:11]1[CH2:16][CH2:15][CH2:14][C@H:13]([OH:17])[CH2:12]1)=[O:10])[C:2]1[CH:7]=[CH:6][CH:5]=[CH:4][CH:3]=1.[C:18]([O:22][C:23]([N:25]1[CH2:30][CH2:29][N:28]([C:31]2[CH:36]=[CH:35][CH:34]=[CH:33][C:32]=2O)[CH2:27][CH2:26]1)=[O:24])([CH3:21])([CH3:20])[CH3:19].C1(P(C2C=CC=CC=2)C2C=CC=CC=2)C=CC=CC=1.N(C(OC(C)C)=O)=NC(OC(C)C)=O. The catalyst is C1COCC1. The product is [C:18]([O:22][C:23]([N:25]1[CH2:30][CH2:29][N:28]([C:31]2[CH:36]=[CH:35][CH:34]=[CH:33][C:32]=2[O:17][CH:13]2[CH2:14][CH2:15][CH2:16][N:11]([C:9]([O:8][CH2:1][C:2]3[CH:7]=[CH:6][CH:5]=[CH:4][CH:3]=3)=[O:10])[CH2:12]2)[CH2:27][CH2:26]1)=[O:24])([CH3:21])([CH3:19])[CH3:20]. The yield is 0.550.